From a dataset of Catalyst prediction with 721,799 reactions and 888 catalyst types from USPTO. Predict which catalyst facilitates the given reaction. (1) Reactant: [NH2:1][C:2]1[CH:3]=[C:4]([C:12]2[O:13][C:14]3[CH:20]=[CH:19][C:18]([C:21]4[CH:26]=[CH:25][C:24]([Cl:27])=[C:23]([CH3:28])[CH:22]=4)=[CH:17][C:15]=3[N:16]=2)[C:5]([NH:8][CH2:9][CH2:10][CH3:11])=[CH:6][CH:7]=1.[CH:29]1[C:34]([C:35]([OH:37])=[O:36])=[CH:33][C:32]2[C:38]([O:40][C:41](=O)[C:31]=2[CH:30]=1)=[O:39]. Product: [CH2:9]([NH:8][C:5]1[C:4]([C:12]2[O:13][C:14]3[CH:20]=[CH:19][C:18]([C:21]4[CH:26]=[CH:25][C:24]([Cl:27])=[C:23]([CH3:28])[CH:22]=4)=[CH:17][C:15]=3[N:16]=2)=[CH:3][C:2]([N:1]2[C:38](=[O:39])[C:32]3[C:31](=[CH:30][CH:29]=[C:34]([C:35]([OH:37])=[O:36])[CH:33]=3)[C:41]2=[O:40])=[CH:7][CH:6]=1)[CH2:10][CH3:11]. The catalyst class is: 15. (2) Reactant: [Br:1][C:2]1[CH:7]=[CH:6][C:5]([C:8]2[CH:13]=[CH:12][C:11]([C:14]([F:21])([F:20])[C:15](OCC)=[O:16])=[CH:10][CH:9]=2)=[CH:4][CH:3]=1.[BH4-].[Na+]. Product: [Br:1][C:2]1[CH:3]=[CH:4][C:5]([C:8]2[CH:13]=[CH:12][C:11]([C:14]([F:20])([F:21])[CH2:15][OH:16])=[CH:10][CH:9]=2)=[CH:6][CH:7]=1. The catalyst class is: 5. (3) Product: [C:21]([O:20][C:18](=[O:19])[NH:17][C@@H:14]1[CH2:15][CH2:16][C@H:11]([NH2:10])[C@H:12]([CH2:25][S:26]([C:29]2[CH:34]=[CH:33][CH:32]=[CH:31][CH:30]=2)(=[O:28])=[O:27])[CH2:13]1)([CH3:24])([CH3:22])[CH3:23]. The catalyst class is: 105. Reactant: C(OC(=O)[NH:10][C@H:11]1[CH2:16][CH2:15][C@@H:14]([NH:17][C:18]([O:20][C:21]([CH3:24])([CH3:23])[CH3:22])=[O:19])[CH2:13][C@H:12]1[CH2:25][S:26]([C:29]1[CH:34]=[CH:33][CH:32]=[CH:31][CH:30]=1)(=[O:28])=[O:27])C1C=CC=CC=1.[H][H].